From a dataset of Catalyst prediction with 721,799 reactions and 888 catalyst types from USPTO. Predict which catalyst facilitates the given reaction. (1) Reactant: [NH2:1][C:2]([C:5]1[CH:6]=[C:7]([CH:11]=[C:12]([C:14]([F:17])([F:16])[F:15])[CH:13]=1)[C:8]([OH:10])=[O:9])([CH3:4])[CH3:3].[OH-].[Na+].[C:20]([O:24][C:25](O[C:25]([O:24][C:20]([CH3:23])([CH3:22])[CH3:21])=[O:26])=[O:26])([CH3:23])([CH3:22])[CH3:21]. Product: [C:20]([O:24][C:25]([NH:1][C:2]([C:5]1[CH:6]=[C:7]([CH:11]=[C:12]([C:14]([F:15])([F:16])[F:17])[CH:13]=1)[C:8]([OH:10])=[O:9])([CH3:4])[CH3:3])=[O:26])([CH3:23])([CH3:22])[CH3:21]. The catalyst class is: 12. (2) Reactant: [F:1][C:2]([F:21])([F:20])[O:3][C:4]1[CH:9]=[CH:8][C:7]([C:10]2[C:11]([NH2:19])=[N:12][N:13]3[CH:18]=[CH:17][CH:16]=[N:15][C:14]=23)=[CH:6][CH:5]=1.N1C=CC=CC=1.[CH3:28][C:29]([CH3:35])([CH3:34])[CH2:30][C:31](Cl)=[O:32]. Product: [CH3:28][C:29]([CH3:35])([CH3:34])[CH2:30][C:31]([NH:19][C:11]1[C:10]([C:7]2[CH:6]=[CH:5][C:4]([O:3][C:2]([F:1])([F:20])[F:21])=[CH:9][CH:8]=2)=[C:14]2[N:15]=[CH:16][CH:17]=[CH:18][N:13]2[N:12]=1)=[O:32]. The catalyst class is: 4. (3) Reactant: [Cl:1][C:2]1[CH:3]=[C:4]([CH2:9][N:10]2[C:14]([CH3:15])=[C:13]([C:16]([NH:18][C:19]3[S:20][C:21]([CH:24]=[O:25])=[CH:22][N:23]=3)=[O:17])[N:12]=[N:11]2)[CH:5]=[CH:6][C:7]=1[Cl:8].[BH4-].[Na+]. Product: [Cl:1][C:2]1[CH:3]=[C:4]([CH2:9][N:10]2[C:14]([CH3:15])=[C:13]([C:16]([NH:18][C:19]3[S:20][C:21]([CH2:24][OH:25])=[CH:22][N:23]=3)=[O:17])[N:12]=[N:11]2)[CH:5]=[CH:6][C:7]=1[Cl:8]. The catalyst class is: 61. (4) Reactant: C(OC([N:8]1[CH2:16][C:15]2[C:10](=[CH:11][CH:12]=[CH:13][C:14]=2[NH:17][C@H:18]([C:21]2[CH:26]=[CH:25][C:24]([F:27])=[C:23]([O:28][C:29]3[CH:34]=[CH:33][CH:32]=[CH:31][CH:30]=3)[C:22]=2[F:35])[CH2:19][CH3:20])[CH2:9]1)=O)(C)(C)C.[ClH:36]. Product: [ClH:36].[F:35][C:22]1[C:23]([O:28][C:29]2[CH:30]=[CH:31][CH:32]=[CH:33][CH:34]=2)=[C:24]([F:27])[CH:25]=[CH:26][C:21]=1[C@@H:18]([NH:17][C:14]1[CH:13]=[CH:12][CH:11]=[C:10]2[C:15]=1[CH2:16][NH:8][CH2:9]2)[CH2:19][CH3:20]. The catalyst class is: 13.